Dataset: Retrosynthesis with 50K atom-mapped reactions and 10 reaction types from USPTO. Task: Predict the reactants needed to synthesize the given product. (1) Given the product Nc1nccc2occ(Br)c12, predict the reactants needed to synthesize it. The reactants are: Clc1nccc2occ(Br)c12.N. (2) Given the product COc1ccc(C(=O)N2CCN(c3ccc(N)c(C=CC(=O)O)c3)CC2)cc1OC, predict the reactants needed to synthesize it. The reactants are: COc1ccc(C(=O)N2CCN(c3ccc([N+](=O)[O-])c(C=CC(=O)O)c3)CC2)cc1OC. (3) Given the product O=C(CCc1ccc(Cl)cc1)C1(Cl)CC1, predict the reactants needed to synthesize it. The reactants are: O=C(C=Cc1ccc(Cl)cc1)C1(Cl)CC1. (4) Given the product Cn1cncc1C(N)(c1ccoc1)c1ccc2c(c1)c(-c1cccc(Cl)c1)cc(=O)n2C, predict the reactants needed to synthesize it. The reactants are: Cn1cncc1C(Cl)(c1ccoc1)c1ccc2c(c1)c(-c1cccc(Cl)c1)cc(=O)n2C.N. (5) Given the product N#Cc1cc([N+](=O)[O-])ccc1N1CCC(OC(=O)c2ccccc2)CC1, predict the reactants needed to synthesize it. The reactants are: N#Cc1cc([N+](=O)[O-])ccc1N1CCC(O)CC1.O=C(Cl)c1ccccc1. (6) The reactants are: CC1(C)OB(c2ccc(N)nc2)OC1(C)C.C[C@H](O)CNC(=O)c1cccc(-c2cc3nc(Cl)nc(N4CCOCC4)c3s2)c1. Given the product C[C@H](O)CNC(=O)c1cccc(-c2cc3nc(-c4ccc(N)nc4)nc(N4CCOCC4)c3s2)c1, predict the reactants needed to synthesize it. (7) Given the product CC(C)c1nccc(C(O)CN(CCO)C(=O)OC(C)(C)C)n1, predict the reactants needed to synthesize it. The reactants are: CC(C)(C)OC(=O)OC(=O)OC(C)(C)C.CC(C)c1nccc(C(O)CNCCO)n1.